Dataset: Forward reaction prediction with 1.9M reactions from USPTO patents (1976-2016). Task: Predict the product of the given reaction. (1) Given the reactants [CH3:1][O:2][C:3]([C:5]1[CH:35]=[CH:34][C:8]([CH2:9][N:10]2[C:14](=[O:15])[C:13]3([CH2:20][CH2:19][N:18](C(OC(C)(C)C)=O)[CH2:17][CH2:16]3)[N:12]([C:28]3[CH:33]=[CH:32][CH:31]=[CH:30][CH:29]=3)[CH2:11]2)=[CH:7][CH:6]=1)=[O:4].Cl, predict the reaction product. The product is: [O:15]=[C:14]1[C:13]2([CH2:20][CH2:19][NH:18][CH2:17][CH2:16]2)[N:12]([C:28]2[CH:33]=[CH:32][CH:31]=[CH:30][CH:29]=2)[CH2:11][N:10]1[CH2:9][C:8]1[CH:7]=[CH:6][C:5]([C:3]([O:2][CH3:1])=[O:4])=[CH:35][CH:34]=1. (2) Given the reactants B.N1C=CC=C[C:3]=1C.[CH3:9][C:10]1[CH:11]=[CH:12][C:13]([CH:16]([NH:23][C:24]2[CH:37]=[C:36]3[C:27]([O:28][C:29]4[C:30]([C:38]5[NH:43][C:42](=[O:44])[CH:41]=[C:40]([N:45]6[CH2:50][CH2:49][O:48][CH2:47][CH2:46]6)[CH:39]=5)=[CH:31][CH:32]=[CH:33][C:34]=4[CH2:35]3)=[CH:26][CH:25]=2)[C@@H:17]2[O:22][CH2:21][CH2:20][NH:19][CH2:18]2)=[N:14][CH:15]=1.C=O.C(=O)([O-])O.[Na+], predict the reaction product. The product is: [CH3:3][N:19]1[CH2:20][CH2:21][O:22][C@@H:17]([CH:16]([NH:23][C:24]2[CH:37]=[C:36]3[C:27]([O:28][C:29]4[C:30]([C:38]5[NH:43][C:42](=[O:44])[CH:41]=[C:40]([N:45]6[CH2:50][CH2:49][O:48][CH2:47][CH2:46]6)[CH:39]=5)=[CH:31][CH:32]=[CH:33][C:34]=4[CH2:35]3)=[CH:26][CH:25]=2)[C:13]2[CH:12]=[CH:11][C:10]([CH3:9])=[CH:15][N:14]=2)[CH2:18]1. (3) Given the reactants C(C1N=C[NH:6][N:5]=1)(C)C.[CH2:9]=O.C([N:13]([CH2:16][CH3:17])[CH2:14][CH3:15])C.C[C:19](C)=[O:20], predict the reaction product. The product is: [CH:16]([N:13]1[CH:14]=[CH:15][N:6]([CH2:19][OH:20])[NH:5]1)([CH3:17])[CH3:9]. (4) The product is: [CH3:19][C:14]1[CH:15]=[CH:16][CH:17]=[CH:18][C:13]=1[NH:12][C:2]1[CH:7]=[CH:6][CH:5]=[CH:4][C:3]=1[CH2:8][C:9]([OH:11])=[O:10]. Given the reactants Br[C:2]1[CH:7]=[CH:6][CH:5]=[CH:4][C:3]=1[CH2:8][C:9]([OH:11])=[O:10].[NH2:12][C:13]1[C:14]([CH3:19])=[CH:15][CH:16]=[CH:17][CH:18]=1, predict the reaction product. (5) Given the reactants [F:1][C:2]1[C:37]([CH3:38])=[CH:36][CH:35]=[CH:34][C:3]=1[O:4][C:5]1[C:6]([C:22]([NH:24]CC2C=CC(OC)=CC=2)=[O:23])=[C:7]([NH:13][C:14]2[CH:19]=[CH:18][C:17]([I:20])=[CH:16][C:15]=2[F:21])[N:8]([CH3:12])[C:9](=[O:11])[CH:10]=1.[Cl-].[Al+3].[Cl-].[Cl-].O.Cl, predict the reaction product. The product is: [F:1][C:2]1[C:37]([CH3:38])=[CH:36][CH:35]=[CH:34][C:3]=1[O:4][C:5]1[C:6]([C:22]([NH2:24])=[O:23])=[C:7]([NH:13][C:14]2[CH:19]=[CH:18][C:17]([I:20])=[CH:16][C:15]=2[F:21])[N:8]([CH3:12])[C:9](=[O:11])[CH:10]=1.